This data is from Forward reaction prediction with 1.9M reactions from USPTO patents (1976-2016). The task is: Predict the product of the given reaction. (1) Given the reactants [NH2:1][C:2]1[C:3]([CH3:29])=[C:4]([C:8]2[C:20]3[C:19]4[C:14](=[CH:15][C:16]([O:21][CH2:22][CH2:23][O:24][CH3:25])=[CH:17][CH:18]=4)[NH:13][C:12]=3[C:11]([C:26]([NH2:28])=[O:27])=[N:10][CH:9]=2)[CH:5]=[CH:6][CH:7]=1.Cl[C:31]1[C:40]2[C:35](=[CH:36][CH:37]=[CH:38][CH:39]=2)[N:34]=[CH:33][N:32]=1, predict the reaction product. The product is: [CH3:25][O:24][CH2:23][CH2:22][O:21][C:16]1[CH:15]=[C:14]2[C:19]([C:20]3[C:8]([C:4]4[CH:5]=[CH:6][CH:7]=[C:2]([NH:1][C:31]5[C:40]6[C:35](=[CH:36][CH:37]=[CH:38][CH:39]=6)[N:34]=[CH:33][N:32]=5)[C:3]=4[CH3:29])=[CH:9][N:10]=[C:11]([C:26]([NH2:28])=[O:27])[C:12]=3[NH:13]2)=[CH:18][CH:17]=1. (2) Given the reactants [NH2:1][C:2]1[S:3][C:4]([C:11]2[CH:16]=[CH:15][CH:14]=[CH:13][CH:12]=2)=[CH:5][C:6]=1[C:7]([O:9]C)=[O:8].[OH-].[Na+].O, predict the reaction product. The product is: [NH2:1][C:2]1[S:3][C:4]([C:11]2[CH:12]=[CH:13][CH:14]=[CH:15][CH:16]=2)=[CH:5][C:6]=1[C:7]([OH:9])=[O:8].